Regression. Given two drug SMILES strings and cell line genomic features, predict the synergy score measuring deviation from expected non-interaction effect. From a dataset of NCI-60 drug combinations with 297,098 pairs across 59 cell lines. (1) Drug 1: CS(=O)(=O)CCNCC1=CC=C(O1)C2=CC3=C(C=C2)N=CN=C3NC4=CC(=C(C=C4)OCC5=CC(=CC=C5)F)Cl. Drug 2: COC1=C2C(=CC3=C1OC=C3)C=CC(=O)O2. Cell line: UACC62. Synergy scores: CSS=-0.881, Synergy_ZIP=1.79, Synergy_Bliss=3.34, Synergy_Loewe=0.834, Synergy_HSA=0.728. (2) Drug 1: CCC(=C(C1=CC=CC=C1)C2=CC=C(C=C2)OCCN(C)C)C3=CC=CC=C3.C(C(=O)O)C(CC(=O)O)(C(=O)O)O. Drug 2: C1=NNC2=C1C(=O)NC=N2. Cell line: SW-620. Synergy scores: CSS=8.16, Synergy_ZIP=-2.81, Synergy_Bliss=0.105, Synergy_Loewe=-7.43, Synergy_HSA=-2.33. (3) Synergy scores: CSS=54.0, Synergy_ZIP=2.60, Synergy_Bliss=1.71, Synergy_Loewe=-68.5, Synergy_HSA=-0.678. Cell line: OVCAR3. Drug 2: C(CN)CNCCSP(=O)(O)O. Drug 1: CC=C1C(=O)NC(C(=O)OC2CC(=O)NC(C(=O)NC(CSSCCC=C2)C(=O)N1)C(C)C)C(C)C. (4) Cell line: NCI-H460. Drug 2: C1CNP(=O)(OC1)N(CCCl)CCCl. Drug 1: C1CCC(C1)C(CC#N)N2C=C(C=N2)C3=C4C=CNC4=NC=N3. Synergy scores: CSS=2.57, Synergy_ZIP=1.66, Synergy_Bliss=1.68, Synergy_Loewe=1.57, Synergy_HSA=1.33. (5) Drug 1: CC1=C(C(CCC1)(C)C)C=CC(=CC=CC(=CC(=O)O)C)C. Drug 2: B(C(CC(C)C)NC(=O)C(CC1=CC=CC=C1)NC(=O)C2=NC=CN=C2)(O)O. Cell line: DU-145. Synergy scores: CSS=36.1, Synergy_ZIP=-2.01, Synergy_Bliss=-3.77, Synergy_Loewe=-5.28, Synergy_HSA=-2.74.